This data is from Catalyst prediction with 721,799 reactions and 888 catalyst types from USPTO. The task is: Predict which catalyst facilitates the given reaction. (1) Reactant: II.[CH3:3][N:4]([CH3:17])[C:5]([C:7]1[CH:12]=[CH:11][CH:10]=[CH:9][C:8]=1S(Cl)(=O)=O)=[O:6].C1(P(C2C=CC=CC=2)C2C=CC=CC=2)C=CC=CC=1.[S:37]([O-])([O-])=O.[Na+].[Na+]. Product: [SH:37][C:9]1[CH:8]=[C:7]([CH:12]=[CH:11][CH:10]=1)[C:5]([N:4]([CH3:17])[CH3:3])=[O:6]. The catalyst class is: 12. (2) Reactant: [CH:1]1([NH:4][C:5](=[O:38])[C:6]2[CH:11]=[CH:10][C:9]([CH3:12])=[C:8]([NH:13][C:14](=[O:37])[C:15]3[CH:20]=[CH:19][C:18]([O:21][CH2:22][C:23]4[CH:28]=[CH:27][C:26]([O:29]CC5C=CC=CC=5)=[CH:25][N:24]=4)=[CH:17][CH:16]=3)[CH:7]=2)[CH2:3][CH2:2]1.[BrH:39]. Product: [BrH:39].[CH:1]1([NH:4][C:5](=[O:38])[C:6]2[CH:11]=[CH:10][C:9]([CH3:12])=[C:8]([NH:13][C:14](=[O:37])[C:15]3[CH:16]=[CH:17][C:18]([O:21][CH2:22][C:23]4[CH:28]=[CH:27][C:26]([OH:29])=[CH:25][N:24]=4)=[CH:19][CH:20]=3)[CH:7]=2)[CH2:2][CH2:3]1. The catalyst class is: 15. (3) Reactant: [Br:1][CH2:2][C:3]([C:5]1[C:6](=[O:17])[O:7][C:8]2[C:13]([CH:14]=1)=[CH:12][CH:11]=[C:10]([CH2:15][OH:16])[CH:9]=2)=O.[CH3:18][C:19]1[C:20]([NH2:26])=[N:21][CH:22]=[C:23]([CH3:25])[N:24]=1. Product: [BrH:1].[CH3:25][C:23]1[N:24]=[C:19]([CH3:18])[C:20]2[N:21]([CH:2]=[C:3]([C:5]3[C:6](=[O:17])[O:7][C:8]4[C:13]([CH:14]=3)=[CH:12][CH:11]=[C:10]([CH2:15][OH:16])[CH:9]=4)[N:26]=2)[CH:22]=1. The catalyst class is: 23. (4) Product: [CH3:37][C@@:38]12[C@@H:44]([OH:56])[CH2:45][CH2:46][C@H:47]1[C@H:48]1[C@@H:53]([C:52]3[CH:23]=[CH:24][C:16]([O:17][C:18]([C:20]4[CH:21]=[CH:1][CH:2]=[CH:3][CH:22]=4)=[O:19])=[CH:15][C:51]=3[CH2:50][CH2:49]1)[CH2:54][CH2:55]2. The catalyst class is: 6. Reactant: [CH2:1]=[CH:2][C:3]1C=CC=CC=1.CC(C(O[CH2:15][CH2:16][O:17][C:18]([C:20]([CH3:22])=[CH2:21])=[O:19])=O)=C.[CH3:23][CH2:24]C(N=NC(C#N)(CC)C)(C#N)C.[CH:37]1(O)CCCC[CH2:38]1.[CH2:44]([OH:56])[CH2:45][CH2:46][CH2:47][CH2:48][CH2:49][CH2:50][CH2:51][CH2:52][CH2:53][CH2:54][CH3:55].